Dataset: Catalyst prediction with 721,799 reactions and 888 catalyst types from USPTO. Task: Predict which catalyst facilitates the given reaction. (1) Reactant: [CH:1]([NH:4][CH:5]([CH3:7])[CH3:6])([CH3:3])C.[Li]CCCC.C[C:14]1[CH2:18][CH2:17][CH2:16][N:15]=1.CSC1CCCN=1. Product: [NH:15]1[CH2:16][CH2:17][CH2:18][C:14]1=[CH:7][C:5]1[CH2:6][CH2:3][CH2:1][N:4]=1. The catalyst class is: 1. (2) Reactant: [CH3:1][N:2]1[CH:6]=[C:5]([C:7]2[CH:8]=[C:9]3[C:13](=[CH:14][CH:15]=2)[NH:12][CH2:11][C:10]23[CH2:18][CH2:17][CH2:16]2)[CH:4]=[N:3]1.Br[C:20]1[C:24]2[CH2:25][N:26]([C:29](=[O:31])[CH3:30])[CH2:27][CH2:28][C:23]=2[N:22]([CH:32]2[CH2:36][CH2:35][O:34][CH2:33]2)[N:21]=1.C(O[Na])(C)(C)C.COC(C)(C)C.C1(P(C2CCCCC2)C2C=CC=CC=2C2C(OC(C)C)=CC=CC=2OC(C)C)CCCCC1. Product: [CH3:1][N:2]1[CH:6]=[C:5]([C:7]2[CH:8]=[C:9]3[C:13](=[CH:14][CH:15]=2)[N:12]([C:20]2[C:24]4[CH2:25][N:26]([C:29](=[O:31])[CH3:30])[CH2:27][CH2:28][C:23]=4[N:22]([CH:32]4[CH2:36][CH2:35][O:34][CH2:33]4)[N:21]=2)[CH2:11][C:10]23[CH2:16][CH2:17][CH2:18]2)[CH:4]=[N:3]1. The catalyst class is: 38. (3) Reactant: [C:1]1([CH:8]=[CH:7][CH:6]=[C:4]([OH:5])[CH:3]=1)[OH:2].[CH3:9][O:10][C:11](=[O:35])[C@H:12]([CH2:33]O)[NH:13][C:14]([C:27]1[CH:32]=[CH:31][CH:30]=[CH:29][CH:28]=1)([C:21]1[CH:26]=[CH:25][CH:24]=[CH:23][CH:22]=1)[C:15]1[CH:20]=[CH:19][CH:18]=[CH:17][CH:16]=1.C1(P(C2C=CC=CC=2)C2C=CC=CC=2)C=CC=CC=1.CCOC(/N=N/C(OCC)=O)=O. Product: [OH:2][C:1]1[CH:3]=[C:4]([CH:6]=[CH:7][CH:8]=1)[O:5][CH2:33][C@H:12]([NH:13][C:14]([C:27]1[CH:32]=[CH:31][CH:30]=[CH:29][CH:28]=1)([C:21]1[CH:22]=[CH:23][CH:24]=[CH:25][CH:26]=1)[C:15]1[CH:20]=[CH:19][CH:18]=[CH:17][CH:16]=1)[C:11]([O:10][CH3:9])=[O:35]. The catalyst class is: 11.